Predict which catalyst facilitates the given reaction. From a dataset of Catalyst prediction with 721,799 reactions and 888 catalyst types from USPTO. (1) Reactant: [CH3:1][O:2][C:3]1[CH:4]=[C:5]([CH:7]=[C:8]([C:10]#[C:11][Si](C(C)C)(C(C)C)C(C)C)[CH:9]=1)[NH2:6].CCCC[N+](CCCC)(CCCC)CCCC.[F-]. Product: [C:10]([C:8]1[CH:7]=[C:5]([CH:4]=[C:3]([O:2][CH3:1])[CH:9]=1)[NH2:6])#[CH:11]. The catalyst class is: 1. (2) Product: [C:43]([NH:46][CH2:47][CH2:48][CH2:49][C:50]([N:36]([CH2:35][CH2:34][N:26]1[C:27]([C:28]2[CH:29]=[CH:30][CH:31]=[CH:32][CH:33]=2)=[C:23]([C:21]([N:9]2[CH2:10][CH2:11][N:12]([CH2:14][C:15]3[CH:16]=[CH:17][CH:18]=[CH:19][CH:20]=3)[CH2:13][C@H:8]2[CH2:1][C:2]2[CH:3]=[CH:4][CH:5]=[CH:6][CH:7]=2)=[O:22])[N:24]=[CH:25]1)[CH:37]1[CH2:38][CH2:39][O:40][CH2:41][CH2:42]1)=[O:51])(=[O:45])[CH3:44]. The catalyst class is: 3. Reactant: [CH2:1]([C@@H:8]1[CH2:13][N:12]([CH2:14][C:15]2[CH:20]=[CH:19][CH:18]=[CH:17][CH:16]=2)[CH2:11][CH2:10][N:9]1[C:21]([C:23]1[N:24]=[CH:25][N:26]([CH2:34][CH2:35][NH:36][CH:37]2[CH2:42][CH2:41][O:40][CH2:39][CH2:38]2)[C:27]=1[C:28]1[CH:33]=[CH:32][CH:31]=[CH:30][CH:29]=1)=[O:22])[C:2]1[CH:7]=[CH:6][CH:5]=[CH:4][CH:3]=1.[C:43]([NH:46][CH2:47][CH2:48][CH2:49][C:50](O)=[O:51])(=[O:45])[CH3:44].CCN=C=NCCCN(C)C.Cl.C1C=CC2N(O)N=NC=2C=1.C(=O)(O)[O-].[Na+]. (3) Reactant: [CH3:1][C:2]1[S:3][C:4]2[CH:10]=[CH:9][C:8]([OH:11])=[CH:7][C:5]=2[N:6]=1.Br[CH2:13][CH2:14][CH2:15][Cl:16].C(=O)([O-])[O-].[K+].[K+]. Product: [CH3:1][C:2]1[S:3][C:4]2[CH:10]=[CH:9][C:8]([O:11][CH2:13][CH2:14][CH2:15][Cl:16])=[CH:7][C:5]=2[N:6]=1. The catalyst class is: 10.